From a dataset of Full USPTO retrosynthesis dataset with 1.9M reactions from patents (1976-2016). Predict the reactants needed to synthesize the given product. (1) Given the product [Cl:46][C:27]1[CH:26]=[C:25]([NH:24][C:22]2[C:23]3[N:15]([CH2:14][CH2:13][O:12][CH2:11][CH2:10][OH:9])[CH:16]=[CH:17][C:18]=3[N:19]=[CH:20][N:21]=2)[CH:45]=[CH:44][C:28]=1[O:29][C:30]1[CH:31]=[C:32]([CH:37]=[C:38]([C:40]([F:41])([F:42])[F:43])[CH:39]=1)[C:33]([OH:35])=[O:34], predict the reactants needed to synthesize it. The reactants are: C([O:9][CH2:10][CH2:11][O:12][CH2:13][CH2:14][N:15]1[C:23]2[C:22]([NH:24][C:25]3[CH:45]=[CH:44][C:28]([O:29][C:30]4[CH:31]=[C:32]([CH:37]=[C:38]([C:40]([F:43])([F:42])[F:41])[CH:39]=4)[C:33]([O:35]C)=[O:34])=[C:27]([Cl:46])[CH:26]=3)=[N:21][CH:20]=[N:19][C:18]=2[CH:17]=[CH:16]1)(=O)C1C=CC=CC=1.CO.[OH-].[Na+].Cl. (2) Given the product [NH2:30][C@@H:18]([CH2:19][C:20]1[CH:25]=[CH:24][CH:23]=[C:22]([C:26]([F:27])([F:29])[F:28])[CH:21]=1)[CH2:17][NH:16][C:14]1[S:15][C:11]([C:9]2[S:8][C:4]3=[CH:5][N:6]=[CH:7][C:2]([Cl:1])=[C:3]3[CH:10]=2)=[N:12][N:13]=1, predict the reactants needed to synthesize it. The reactants are: [Cl:1][C:2]1[CH:7]=[N:6][CH:5]=[C:4]2[S:8][C:9]([C:11]3[S:15][C:14]([NH:16][CH2:17][C@@H:18]([NH:30]C(=O)OC(C)(C)C)[CH2:19][C:20]4[CH:25]=[CH:24][CH:23]=[C:22]([C:26]([F:29])([F:28])[F:27])[CH:21]=4)=[N:13][N:12]=3)=[CH:10][C:3]=12.C(O)(C(F)(F)F)=O.